From a dataset of Reaction yield outcomes from USPTO patents with 853,638 reactions. Predict the reaction yield, written as a fraction of the theoretical maximum amount of product (1.0 means a 100% yield; for example, 0.34 means a 34% yield). (1) The reactants are [N+:1]([C:4]1[CH:11]=[CH:10][CH:9]=[CH:8][C:5]=1[CH:6]=[O:7])([O-:3])=[O:2].[CH2:12]([Si](C)(C)C)[CH:13]=[CH2:14]. The catalyst is ClCCl.Cl[Ti](Cl)(Cl)Cl. The product is [N+:1]([C:4]1[CH:11]=[CH:10][CH:9]=[CH:8][C:5]=1[CH:6]([OH:7])[CH2:14][CH:13]=[CH2:12])([O-:3])=[O:2]. The yield is 0.920. (2) The reactants are C1C=CC(C2C=CC=CC=2)=CC=1.C1C=CC(OC2C=CC=CC=2)=CC=1.[CH3:26][O:27][C:28]1[CH:29]=[C:30]([C:34]2[C:35]([C:47]3[CH:52]=[CH:51][N:50]=[CH:49][CH:48]=3)=[N:36][N:37]3[C:42](=[O:43])[C:41](C(O)=O)=[CH:40][NH:39][C:38]=23)[CH:31]=[CH:32][CH:33]=1. No catalyst specified. The product is [CH3:26][O:27][C:28]1[CH:29]=[C:30]([C:34]2[C:35]([C:47]3[CH:48]=[CH:49][N:50]=[CH:51][CH:52]=3)=[N:36][N:37]3[C:42](=[O:43])[CH:41]=[CH:40][NH:39][C:38]=23)[CH:31]=[CH:32][CH:33]=1. The yield is 0.980. (3) The reactants are Cl[C:2](Cl)(Cl)[CH:3]([OH:5])O.Cl.[NH2:9][OH:10].[CH3:11][O:12][C:13]1[CH:18]=[CH:17][C:16]([NH2:19])=[CH:15][CH:14]=1.Cl. The catalyst is O.S([O-])([O-])(=O)=O.[Na+].[Na+]. The product is [N:9](=[CH:2][C:3]([NH:19][C:16]1[CH:17]=[CH:18][C:13]([O:12][CH3:11])=[CH:14][CH:15]=1)=[O:5])[OH:10]. The yield is 0.850.